Dataset: Forward reaction prediction with 1.9M reactions from USPTO patents (1976-2016). Task: Predict the product of the given reaction. (1) Given the reactants [O:1]1[C:5]2[C:6]3[C:7](=[CH:13][CH2:14][NH:15][C:16](=[O:18])[CH3:17])[CH2:8][CH2:9][C:10]=3[CH:11]=[CH:12][C:4]=2[N:3]=[CH:2]1, predict the reaction product. The product is: [O:1]1[C:5]2[C:6]3[CH:7]([CH2:13][CH2:14][NH:15][C:16](=[O:18])[CH3:17])[CH2:8][CH2:9][C:10]=3[CH:11]=[CH:12][C:4]=2[N:3]=[CH:2]1. (2) The product is: [CH3:44][N:45]([CH3:49])[CH2:46][CH2:47][NH:48][C:9]([C:11]1[N:12]([CH3:32])[C:13]2[C:21]([CH:22]=1)=[C:20]1[C:16]([C:17](=[O:24])[NH:18][C:19]1=[O:23])=[C:15]([C:25]1[CH:30]=[CH:29][CH:28]=[CH:27][C:26]=1[Cl:31])[CH:14]=2)=[O:8]. Given the reactants FC1C([O:8][C:9]([C:11]2[N:12]([CH3:32])[C:13]3[C:21]([CH:22]=2)=[C:20]2[C:16]([C:17](=[O:24])[NH:18][C:19]2=[O:23])=[C:15]([C:25]2[CH:30]=[CH:29][CH:28]=[CH:27][C:26]=2[Cl:31])[CH:14]=3)=O)=C(F)C(F)=C(F)C=1F.C(N(CC)CC)C.[CH3:44][N:45]([CH3:49])[CH2:46][CH2:47][NH2:48].O, predict the reaction product. (3) Given the reactants [CH3:1][O:2][C:3]1[CH:4]=[C:5]2[C:10](=[CH:11][C:12]=1[O:13][CH3:14])[N:9]=[CH:8][CH:7]=[C:6]2[OH:15].[Cl:16][C:17]1[CH:22]=[C:21]([N+:23]([O-])=O)[CH:20]=[CH:19][C:18]=1F, predict the reaction product. The product is: [Cl:16][C:17]1[CH:22]=[C:21]([CH:20]=[CH:19][C:18]=1[O:15][C:6]1[C:5]2[C:10](=[CH:11][C:12]([O:13][CH3:14])=[C:3]([O:2][CH3:1])[CH:4]=2)[N:9]=[CH:8][CH:7]=1)[NH2:23]. (4) Given the reactants [N+:1]([C:4]1[CH:5]=[C:6]2[C:11](=[O:12])[O:10][C:8](=O)[C:7]2=[CH:13][CH:14]=1)([O-:3])=[O:2].[NH2:15][CH2:16][CH2:17][CH2:18][CH2:19][CH2:20][C:21]([OH:23])=[O:22], predict the reaction product. The product is: [N+:1]([C:4]1[CH:5]=[C:6]2[C:11](=[O:12])[N:15]([CH2:16][CH2:17][CH2:18][CH2:19][CH2:20][C:21]([OH:23])=[O:22])[C:8](=[O:10])[C:7]2=[CH:13][CH:14]=1)([O-:3])=[O:2]. (5) Given the reactants [Cl-].O[NH3+].[C:4](=[O:7])([O-])[OH:5].[Na+].[CH3:9][C:10]1[O:14][C:13]([CH2:15][O:16][C@H:17]2[CH2:22][CH2:21][C@H:20]([N:23]3[C:28](=[O:29])[C:27]([CH2:30][C:31]4[CH:36]=[CH:35][C:34]([C:37]5[C:38]([C:43]#[N:44])=[CH:39][CH:40]=[CH:41][CH:42]=5)=[CH:33][CH:32]=4)=[C:26]([CH2:45][CH2:46][CH3:47])[N:25]4[N:48]=[CH:49][N:50]=[C:24]34)[CH2:19][CH2:18]2)=[N:12][N:11]=1.[N:51]12CCCN=C1CCCCC2.Cl, predict the reaction product. The product is: [CH3:9][C:10]1[O:14][C:13]([CH2:15][O:16][C@H:17]2[CH2:22][CH2:21][C@H:20]([N:23]3[C:28](=[O:29])[C:27]([CH2:30][C:31]4[CH:36]=[CH:35][C:34]([C:37]5[CH:42]=[CH:41][CH:40]=[CH:39][C:38]=5[C:43]5[NH:51][C:4](=[O:7])[O:5][N:44]=5)=[CH:33][CH:32]=4)=[C:26]([CH2:45][CH2:46][CH3:47])[N:25]4[N:48]=[CH:49][N:50]=[C:24]34)[CH2:19][CH2:18]2)=[N:12][N:11]=1.